Dataset: Forward reaction prediction with 1.9M reactions from USPTO patents (1976-2016). Task: Predict the product of the given reaction. (1) Given the reactants [C:1]([C:3]1[CH:8]=[CH:7][C:6]([N:9]2[C:13]([C:14](OCC)=[O:15])=[CH:12][N:11]=[N:10]2)=[CH:5][CH:4]=1)#[N:2].[Li+].[BH4-], predict the reaction product. The product is: [OH:15][CH2:14][C:13]1[N:9]([C:6]2[CH:7]=[CH:8][C:3]([C:1]#[N:2])=[CH:4][CH:5]=2)[N:10]=[N:11][CH:12]=1. (2) Given the reactants [NH2:1][C@:2]([CH3:9])([C@@H:6]([OH:8])[CH3:7])[C:3]([OH:5])=[O:4].C(=O)([O-])[O-].[Na+].[Na+].Cl[C:17]([O:19][CH2:20][CH:21]1[C:33]2[CH:32]=[CH:31][CH:30]=[CH:29][C:28]=2[C:27]2[C:22]1=[CH:23][CH:24]=[CH:25][CH:26]=2)=[O:18], predict the reaction product. The product is: [CH:32]1[C:33]2[CH:21]([CH2:20][O:19][C:17]([NH:1][C@:2]([CH3:9])([C@@H:6]([OH:8])[CH3:7])[C:3]([OH:5])=[O:4])=[O:18])[C:22]3[C:27](=[CH:26][CH:25]=[CH:24][CH:23]=3)[C:28]=2[CH:29]=[CH:30][CH:31]=1.